This data is from Reaction yield outcomes from USPTO patents with 853,638 reactions. The task is: Predict the reaction yield, written as a fraction of the theoretical maximum amount of product (1.0 means a 100% yield; for example, 0.34 means a 34% yield). (1) The reactants are [CH2:1]([CH:8]([CH2:14][C:15]([C:17]1[CH:22]=[CH:21][C:20](Br)=[CH:19][CH:18]=1)=[O:16])[C:9]([O:11][CH2:12][CH3:13])=[O:10])[C:2]1[CH:7]=[CH:6][CH:5]=[CH:4][CH:3]=1.[N+:24]([C:27]1[CH:32]=[CH:31][C:30](B(O)O)=[CH:29][CH:28]=1)([O-:26])=[O:25].C(=O)([O-])[O-].[Na+].[Na+]. The catalyst is C1(C)C=CC=CC=1.O1CCOCC1. The product is [CH2:1]([CH:8]([CH2:14][C:15]([C:17]1[CH:22]=[CH:21][C:20]([C:30]2[CH:31]=[CH:32][C:27]([N+:24]([O-:26])=[O:25])=[CH:28][CH:29]=2)=[CH:19][CH:18]=1)=[O:16])[C:9]([O:11][CH2:12][CH3:13])=[O:10])[C:2]1[CH:7]=[CH:6][CH:5]=[CH:4][CH:3]=1. The yield is 0.850. (2) The reactants are [CH3:1][O:2][C:3]1[CH:4]=[C:5]2[C:10](=[CH:11][C:12]=1[O:13][CH3:14])[N:9]=[CH:8][N:7]=[C:6]2[O:15][C:16]1[CH:17]=[C:18]([CH:20]=[CH:21][CH:22]=1)[NH2:19].[F:23][C:24]([F:45])([F:44])[C:25]([C:28]1[CH:32]=[C:31]([NH:33][C:34](=O)[O:35]C2C=CC(Cl)=CC=2)[O:30][N:29]=1)([CH3:27])[CH3:26]. The catalyst is C1COCC1.CN(C)C1C=CN=CC=1. The product is [CH3:1][O:2][C:3]1[CH:4]=[C:5]2[C:10](=[CH:11][C:12]=1[O:13][CH3:14])[N:9]=[CH:8][N:7]=[C:6]2[O:15][C:16]1[CH:17]=[C:18]([NH:19][C:34]([NH:33][C:31]2[O:30][N:29]=[C:28]([C:25]([CH3:27])([CH3:26])[C:24]([F:45])([F:44])[F:23])[CH:32]=2)=[O:35])[CH:20]=[CH:21][CH:22]=1. The yield is 0.510. (3) The reactants are [Br:1][C:2]1[CH:7]=[CH:6][C:5]([CH2:8]Br)=[C:4]([CH3:10])[CH:3]=1.[C-:11]#[N:12].[Na+].O.C([O-])(O)=O.[Na+]. The catalyst is CN(C=O)C.CCOC(C)=O. The product is [Br:1][C:2]1[CH:7]=[CH:6][C:5]([CH2:8][C:11]#[N:12])=[C:4]([CH3:10])[CH:3]=1. The yield is 0.927.